Dataset: Catalyst prediction with 721,799 reactions and 888 catalyst types from USPTO. Task: Predict which catalyst facilitates the given reaction. (1) Product: [CH:1]1([N:7]([CH2:25][CH2:26][CH2:27][C:28]([F:31])([F:30])[F:29])[C:8]2[CH:13]=[CH:12][C:11]([C@H:33]3[CH2:35][C@H:34]3[C:36]([O:38][CH2:39][CH3:40])=[O:37])=[CH:10][C:9]=2[N+:22]([O-:24])=[O:23])[CH2:6][CH2:5][CH2:4][CH2:3][CH2:2]1. Reactant: [CH:1]1([N:7]([CH2:25][CH2:26][CH2:27][C:28]([F:31])([F:30])[F:29])[C:8]2[CH:13]=[CH:12][C:11](B3OCC(C)(C)CO3)=[CH:10][C:9]=2[N+:22]([O-:24])=[O:23])[CH2:6][CH2:5][CH2:4][CH2:3][CH2:2]1.I[C@H:33]1[CH2:35][C@H:34]1[C:36]([O:38][CH2:39][CH3:40])=[O:37].C(=O)([O-])[O-].[Cs+].[Cs+]. The catalyst class is: 140. (2) Reactant: [CH3:1][CH:2]([C:8]([CH3:10])=[O:9])[C:3]([O:5][CH2:6][CH3:7])=[O:4].[O-][CH2:12]C.[Na+].BrC[CH2:17][CH2:18][CH2:19][CH2:20][C:21]([O:23][CH2:24][CH3:25])=[O:22]. Product: [C:21]([CH2:20][CH2:19][CH2:18][CH2:17][CH2:1][C:2]([CH3:12])([C:8]([CH3:10])=[O:9])[C:3]([O:5][CH2:6][CH3:7])=[O:4])([O:23][CH2:24][CH3:25])=[O:22]. The catalyst class is: 8. (3) Reactant: [O:1]([C:8]1[CH:13]=[CH:12][C:11]([NH:14][CH:15]2[CH:20]3[CH2:21][CH2:22][N:17]([CH2:18][CH2:19]3)[CH2:16]2)=[CH:10][CH:9]=1)[C:2]1[CH:7]=[CH:6][CH:5]=[CH:4][CH:3]=1.[ClH:23].O1CCOCC1. Product: [ClH:23].[ClH:23].[O:1]([C:8]1[CH:9]=[CH:10][C:11]([NH:14][CH:15]2[CH:20]3[CH2:19][CH2:18][N:17]([CH2:22][CH2:21]3)[CH2:16]2)=[CH:12][CH:13]=1)[C:2]1[CH:3]=[CH:4][CH:5]=[CH:6][CH:7]=1. The catalyst class is: 13.